Dataset: Forward reaction prediction with 1.9M reactions from USPTO patents (1976-2016). Task: Predict the product of the given reaction. (1) The product is: [CH3:32][N:33]([CH3:37])[C:34]1[NH:36][C:17](=[O:18])[C:16]([CH2:15][C:12]2[CH:13]=[CH:14][C:9]([C:4]3[C:3]([C:1]#[N:2])=[CH:8][CH:7]=[CH:6][CH:5]=3)=[CH:10][CH:11]=2)=[C:22]([CH2:23][CH2:24][CH3:25])[N:35]=1. Given the reactants [C:1]([C:3]1[CH:8]=[CH:7][CH:6]=[CH:5][C:4]=1[C:9]1[CH:14]=[CH:13][C:12]([CH2:15][CH:16]([C:22](=O)[CH2:23][CH2:24][CH3:25])[C:17](OCC)=[O:18])=[CH:11][CH:10]=1)#[N:2].S(O)(O)(=O)=O.[CH3:32][N:33]([CH3:37])[C:34]([NH2:36])=[NH:35].[O-]CC.[Na+].C(O)C, predict the reaction product. (2) Given the reactants [H-].[Na+].[Br:3][C:4]1[CH:5]=[C:6]([F:13])[C:7]([OH:12])=[C:8]([CH:11]=1)[C:9]#[N:10].I[CH3:15], predict the reaction product. The product is: [Br:3][C:4]1[CH:5]=[C:6]([F:13])[C:7]([O:12][CH3:15])=[C:8]([CH:11]=1)[C:9]#[N:10].